The task is: Predict the reaction yield, written as a fraction of the theoretical maximum amount of product (1.0 means a 100% yield; for example, 0.34 means a 34% yield).. This data is from Reaction yield outcomes from USPTO patents with 853,638 reactions. The catalyst is C1COCC1. The reactants are [CH2:1]([Li])CCC.[Br:6][C:7]1[C:8]([CH3:27])=[C:9]([C:13]2[N:17]([CH3:18])[N:16]=[C:15]([C:19]3[C:24]([F:25])=[CH:23][CH:22]=[CH:21][C:20]=3[Cl:26])[N:14]=2)[S:10][C:11]=1Br.IC.[Cl-].[NH4+]. The product is [Cl:26][C:20]1[CH:21]=[CH:22][CH:23]=[C:24]([F:25])[C:19]=1[C:15]1[N:14]=[C:13]([C:9]2[S:10][C:11]([CH3:1])=[C:7]([Br:6])[C:8]=2[CH3:27])[N:17]([CH3:18])[N:16]=1. The yield is 0.470.